From a dataset of Full USPTO retrosynthesis dataset with 1.9M reactions from patents (1976-2016). Predict the reactants needed to synthesize the given product. (1) Given the product [CH3:19][N:8]([S:9]([C:12]1[CH:13]=[CH:14][C:15]([CH3:18])=[CH:16][CH:17]=1)(=[O:11])=[O:10])[C:3](=[CH2:2])[C:4]([OH:6])=[O:5], predict the reactants needed to synthesize it. The reactants are: O[CH2:2][C@H:3]([N:8]([CH3:19])[S:9]([C:12]1[CH:17]=[CH:16][C:15]([CH3:18])=[CH:14][CH:13]=1)(=[O:11])=[O:10])[C:4]([O:6]C)=[O:5].[OH-].[Na+]. (2) Given the product [CH3:1][N:2]1[CH:6]=[C:5]([C:7]2[CH:12]=[CH:11][C:10]([NH:13][C:14]3[N:24]=[CH:25][C:26]4[CH:32]=[CH:31][N:30]=[C:29]([NH:33][CH2:34][C:35]([CH3:38])([CH3:37])[CH3:36])[C:27]=4[N:28]=3)=[C:9]([O:16][CH3:17])[CH:8]=2)[C:4]([CH3:18])=[N:3]1, predict the reactants needed to synthesize it. The reactants are: [CH3:1][N:2]1[CH:6]=[C:5]([C:7]2[CH:12]=[CH:11][C:10]([NH:13][CH:14]=O)=[C:9]([O:16][CH3:17])[CH:8]=2)[C:4]([CH3:18])=[N:3]1.CS(C1[N:24]=[CH:25][C:26]2[CH:32]=[CH:31][N:30]=[C:29]([NH:33][CH2:34][C:35]([CH3:38])([CH3:37])[CH3:36])[C:27]=2[N:28]=1)(=O)=O. (3) Given the product [Cl-:19].[CH3:7][C:8]1[CH:15]=[CH:14][CH:13]=[CH:12][C:9]=1[CH:10]=[N+:1]1[CH2:6][CH2:5][CH2:4][CH2:3][CH2:2]1, predict the reactants needed to synthesize it. The reactants are: [NH:1]1[CH2:6][CH2:5][CH2:4][CH2:3][CH2:2]1.[CH3:7][C:8]1[CH:15]=[CH:14][CH:13]=[CH:12][C:9]=1[CH:10]=O.C([Cl:19])(=O)C. (4) Given the product [Cl:8][CH2:9][CH2:10][NH:11][C:12]([NH:1][C:2]1[CH:7]=[CH:6][N:5]=[CH:4][CH:3]=1)=[O:13], predict the reactants needed to synthesize it. The reactants are: [NH2:1][C:2]1[CH:7]=[CH:6][N:5]=[CH:4][CH:3]=1.[Cl:8][CH2:9][CH2:10][N:11]=[C:12]=[O:13]. (5) The reactants are: [NH2:1][C:2]1[CH:15]=[CH:14][C:5]([C:6]([C:8]2[CH:13]=[CH:12][CH:11]=[CH:10][CH:9]=2)=[O:7])=[CH:4][CH:3]=1.[C:16]1([C:25]2[CH:30]=[CH:29][CH:28]=[CH:27][CH:26]=2)[CH:21]=[CH:20][C:19]([C:22](Cl)=[O:23])=[CH:18][CH:17]=1.C(N(CC)CC)C. Given the product [C:6]([C:5]1[CH:4]=[CH:3][C:2]([NH:1][C:22]([C:19]2[CH:20]=[CH:21][C:16]([C:25]3[CH:26]=[CH:27][CH:28]=[CH:29][CH:30]=3)=[CH:17][CH:18]=2)=[O:23])=[CH:15][CH:14]=1)(=[O:7])[C:8]1[CH:13]=[CH:12][CH:11]=[CH:10][CH:9]=1, predict the reactants needed to synthesize it. (6) The reactants are: [NH:1]1[C:9]2[C:4](=[N:5][CH:6]=[CH:7][CH:8]=2)[N:3]=[C:2]1[SH:10].CI.[C:13]([O-])([O-])=O.[K+].[K+]. Given the product [CH3:13][S:10][C:2]1[NH:3][C:4]2=[N:5][CH:6]=[CH:7][CH:8]=[C:9]2[N:1]=1, predict the reactants needed to synthesize it. (7) Given the product [CH3:1][N:2]1[C:6]2[CH:7]=[CH:8][CH:9]=[C:10]([NH2:11])[C:5]=2[N:4]=[C:3]1[CH3:14], predict the reactants needed to synthesize it. The reactants are: [CH3:1][N:2]1[C:6]2[CH:7]=[CH:8][CH:9]=[C:10]([N+:11]([O-])=O)[C:5]=2[N:4]=[C:3]1[CH3:14].NC1C2N=C(CO)NC=2C=CC=1. (8) Given the product [Cl:1][C:2]1[C:6]([NH2:7])=[CH:5][N:4]([C:15]2[CH:16]=[N:17][CH:18]=[CH:19][CH:20]=2)[N:3]=1, predict the reactants needed to synthesize it. The reactants are: [Cl:1][C:2]1[C:6]([NH:7]C(=O)OC(C)(C)C)=[CH:5][N:4]([C:15]2[CH:16]=[N:17][CH:18]=[CH:19][CH:20]=2)[N:3]=1.FC(F)(F)C(O)=O.C1(C)C=CC=CC=1. (9) Given the product [Cl:1][C:2]1[CH:7]=[CH:6][C:5]([F:8])=[CH:4][C:3]=1[O:9][C:10]1[CH:15]=[CH:14][C:13]([N:17]2[CH:21]=[C:20]([C:22]([O:24][CH2:25][CH3:26])=[O:23])[CH:19]=[N:18]2)=[CH:12][CH:11]=1, predict the reactants needed to synthesize it. The reactants are: [Cl:1][C:2]1[CH:7]=[CH:6][C:5]([F:8])=[CH:4][C:3]=1[O:9][C:10]1[CH:15]=[CH:14][C:13](I)=[CH:12][CH:11]=1.[NH:17]1[CH:21]=[C:20]([C:22]([O:24][CH2:25][CH3:26])=[O:23])[CH:19]=[N:18]1.C(=O)([O-])[O-].[K+].[K+].CN[C@@H]1CCCC[C@H]1NC.